Dataset: Forward reaction prediction with 1.9M reactions from USPTO patents (1976-2016). Task: Predict the product of the given reaction. (1) Given the reactants [CH:1]([O:4][C:5]1[CH:6]=[C:7]2[C:12](=[CH:13][CH:14]=1)[C:11](=O)[CH2:10][CH2:9][CH2:8]2)([CH3:3])[CH3:2].[CH3:16][Mg]I, predict the reaction product. The product is: [CH:1]([O:4][C:5]1[CH:6]=[C:7]2[C:12]([C:11]([CH3:16])=[CH:10][CH2:9][CH2:8]2)=[CH:13][CH:14]=1)([CH3:3])[CH3:2]. (2) Given the reactants [OH-].[Na+].CC(O)C.[C:7]([N:10]1[CH2:15][CH2:14][N:13]([CH2:16][CH2:17][O:18][C:19]2[CH:20]=[CH:21][C:22]([OH:44])=[C:23]([CH:43]=2)[C:24]([NH:26][C:27]2[CH:36]=[C:35]([C:37]3[CH:42]=[CH:41][CH:40]=[CH:39][CH:38]=3)[CH:34]=[CH:33][C:28]=2[C:29]([O:31]C)=[O:30])=[O:25])[CH2:12][CH2:11]1)(=[O:9])[CH3:8].[ClH:45], predict the reaction product. The product is: [ClH:45].[C:7]([N:10]1[CH2:11][CH2:12][N:13]([CH2:16][CH2:17][O:18][C:19]2[CH:20]=[CH:21][C:22]([OH:44])=[C:23]([CH:43]=2)[C:24]([NH:26][C:27]2[CH:36]=[C:35]([C:37]3[CH:42]=[CH:41][CH:40]=[CH:39][CH:38]=3)[CH:34]=[CH:33][C:28]=2[C:29]([OH:31])=[O:30])=[O:25])[CH2:14][CH2:15]1)(=[O:9])[CH3:8].